This data is from Full USPTO retrosynthesis dataset with 1.9M reactions from patents (1976-2016). The task is: Predict the reactants needed to synthesize the given product. (1) Given the product [Cl:24][C:18]1[CH:19]=[C:20]([Cl:23])[CH:21]=[CH:22][C:17]=1[NH:16][C:11]1[C:12]([CH2:13][OH:14])=[C:7]([O:6][CH:3]([CH2:4][CH3:5])[CH2:1][CH3:2])[CH:8]=[C:9]([CH3:25])[N:10]=1, predict the reactants needed to synthesize it. The reactants are: [CH2:1]([CH:3]([O:6][C:7]1[C:12]([C:13](O)=[O:14])=[C:11]([NH:16][C:17]2[CH:22]=[CH:21][C:20]([Cl:23])=[CH:19][C:18]=2[Cl:24])[N:10]=[C:9]([CH3:25])[CH:8]=1)[CH2:4][CH3:5])[CH3:2].CSC. (2) Given the product [C:24]([N:28]1[CH:41]=[C:40]2[C:30]([C:31](=[O:42])[CH2:32][C:33]3([CH2:39]2)[CH2:38][CH2:37][N:36]([C:19]([C:13]2[CH:14]=[N:15][C:16]4[C:11]([CH:12]=2)=[CH:10][C:9]([O:8][CH2:7][C:6]([O:5][C:1]([CH3:2])([CH3:3])[CH3:4])=[O:22])=[CH:18][CH:17]=4)=[O:21])[CH2:35][CH2:34]3)=[N:29]1)([CH3:27])([CH3:25])[CH3:26], predict the reactants needed to synthesize it. The reactants are: [C:1]([O:5][C:6](=[O:22])[CH2:7][O:8][C:9]1[CH:10]=[C:11]2[C:16](=[CH:17][CH:18]=1)[N:15]=[CH:14][C:13]([C:19]([OH:21])=O)=[CH:12]2)([CH3:4])([CH3:3])[CH3:2].Cl.[C:24]([N:28]1[CH:41]=[C:40]2[C:30]([C:31](=[O:42])[CH2:32][C:33]3([CH2:39]2)[CH2:38][CH2:37][NH:36][CH2:35][CH2:34]3)=[N:29]1)([CH3:27])([CH3:26])[CH3:25]. (3) Given the product [NH2:17][C:18]1([C:19]([OH:21])=[O:20])[CH2:22][CH2:23][CH:32]([C:31]2[CH:30]=[CH:29][CH:28]=[CH:27][CH:26]=2)[CH2:3][CH2:2]1, predict the reactants needed to synthesize it. The reactants are: N1C2C(=CC=CC=2)C=[CH:3][C:2]=1N[C@H](C(O)=O)C.[NH2:17][CH:18]([CH2:22][C:23]1C=N[C:26]2[C:31]([CH:32]=1)=[CH:30][CH:29]=[CH:28][CH:27]=2)[C:19]([OH:21])=[O:20]. (4) Given the product [C:21]([NH:20][C:18](=[O:19])[C:17]1[CH:25]=[CH:26][CH:27]=[C:15]([CH2:14][N:11]2[CH2:10][CH2:9][N:8]([C:6](=[O:7])[C:5]3[CH:28]=[C:29]([F:30])[C:2]([NH:1][C:33]([NH:49][CH:45]4[CH2:48][CH2:47][CH2:46]4)=[O:34])=[CH:3][C:4]=3[F:31])[CH2:13][CH2:12]2)[CH:16]=1)([CH3:24])([CH3:23])[CH3:22], predict the reactants needed to synthesize it. The reactants are: [NH2:1][C:2]1[C:29]([F:30])=[CH:28][C:5]([C:6]([N:8]2[CH2:13][CH2:12][N:11]([CH2:14][C:15]3[CH:16]=[C:17]([CH:25]=[CH:26][CH:27]=3)[C:18]([NH:20][C:21]([CH3:24])([CH3:23])[CH3:22])=[O:19])[CH2:10][CH2:9]2)=[O:7])=[C:4]([F:31])[CH:3]=1.Cl[C:33](OC1C=CC([N+]([O-])=O)=CC=1)=[O:34].[CH:45]1([NH2:49])[CH2:48][CH2:47][CH2:46]1. (5) Given the product [CH2:1]([C:3]1[N:13]([C:14]2[CH:19]=[CH:18][C:17]([CH2:20][CH2:21][NH2:22])=[CH:16][CH:15]=2)[C:6]2=[N:7][C:8]([Cl:12])=[C:9]([Cl:11])[CH:10]=[C:5]2[N:4]=1)[CH3:2], predict the reactants needed to synthesize it. The reactants are: [CH2:1]([C:3]1[N:13]([C:14]2[CH:19]=[CH:18][C:17]([CH2:20][CH2:21][N:22]=[N+]=[N-])=[CH:16][CH:15]=2)[C:6]2=[N:7][C:8]([Cl:12])=[C:9]([Cl:11])[CH:10]=[C:5]2[N:4]=1)[CH3:2]. (6) Given the product [F:30][C:17]([F:16])([F:31])[C:18]1[CH:19]=[CH:20][C:21]2[S:25][C:24]([CH2:26][OH:27])=[CH:23][C:22]=2[CH:29]=1, predict the reactants needed to synthesize it. The reactants are: N1C=CC=CC=1.N1C(F)=NC(F)=NC=1F.[F:16][C:17]([F:31])([F:30])[C:18]1[CH:19]=[CH:20][C:21]2[S:25][C:24]([C:26](O)=[O:27])=[CH:23][C:22]=2[CH:29]=1.[BH4-].[Na+].OS(O)(=O)=O.